Dataset: Merck oncology drug combination screen with 23,052 pairs across 39 cell lines. Task: Regression. Given two drug SMILES strings and cell line genomic features, predict the synergy score measuring deviation from expected non-interaction effect. (1) Drug 1: O=C(NOCC(O)CO)c1ccc(F)c(F)c1Nc1ccc(I)cc1F. Drug 2: CCC1(O)C(=O)OCc2c1cc1n(c2=O)Cc2cc3c(CN(C)C)c(O)ccc3nc2-1. Cell line: A2780. Synergy scores: synergy=20.1. (2) Drug 1: CCC1=CC2CN(C1)Cc1c([nH]c3ccccc13)C(C(=O)OC)(c1cc3c(cc1OC)N(C)C1C(O)(C(=O)OC)C(OC(C)=O)C4(CC)C=CCN5CCC31C54)C2. Drug 2: NC1(c2ccc(-c3nc4ccn5c(=O)[nH]nc5c4cc3-c3ccccc3)cc2)CCC1. Cell line: OVCAR3. Synergy scores: synergy=-16.1.